This data is from Forward reaction prediction with 1.9M reactions from USPTO patents (1976-2016). The task is: Predict the product of the given reaction. (1) The product is: [Cl:1][C:2]1[CH:3]=[C:4]([C:10]2[NH:14][N:13]=[CH:12][C:11]=2[NH2:23])[C:5]([O:8][CH3:9])=[N:6][CH:7]=1. Given the reactants [Cl:1][C:2]1[CH:3]=[C:4]([C:10]2[N:14](COCC[Si](C)(C)C)[N:13]=[CH:12][C:11]=2[NH:23]C(=O)OC(C)(C)C)[C:5]([O:8][CH3:9])=[N:6][CH:7]=1.[Sn](Cl)(Cl)(Cl)Cl, predict the reaction product. (2) The product is: [CH:16]1([N:14]2[CH:15]=[C:11]([C:9]3[NH:8][C:4]4=[N:5][CH:6]=[CH:7][C:2]([C:25]5[CH:26]=[CH:27][C:22]([CH2:21][NH2:20])=[C:23]([F:31])[CH:24]=5)=[C:3]4[N:10]=3)[CH:12]=[N:13]2)[CH2:19][CH2:18][CH2:17]1. Given the reactants Cl[C:2]1[CH:7]=[CH:6][N:5]=[C:4]2[NH:8][C:9]([C:11]3[CH:12]=[N:13][N:14]([CH:16]4[CH2:19][CH2:18][CH2:17]4)[CH:15]=3)=[N:10][C:3]=12.[NH2:20][CH2:21][C:22]1[CH:27]=[CH:26][C:25](B(O)O)=[CH:24][C:23]=1[F:31].C(=O)([O-])[O-].[K+].[K+].CC#N.C1(P(C2C=CC=CC=2)C2C=CC=CC=2)CCCC1, predict the reaction product. (3) Given the reactants [F:1][C:2]1[C:10]2[O:9][CH:8]([C:11]3([OH:24])[CH2:16][CH2:15][N:14](C(OC(C)(C)C)=O)[CH2:13][CH2:12]3)[CH2:7][C:6]=2[CH:5]=[CH:4][CH:3]=1.[ClH:25].O1CCOCC1, predict the reaction product. The product is: [ClH:25].[F:1][C:2]1[C:10]2[O:9][CH:8]([C:11]3([OH:24])[CH2:12][CH2:13][NH:14][CH2:15][CH2:16]3)[CH2:7][C:6]=2[CH:5]=[CH:4][CH:3]=1. (4) Given the reactants Br[C:2]1[C:3]([N:22]2[CH2:25][CH:24]([C:26]([OH:29])([CH3:28])[CH3:27])[CH2:23]2)=[N:4][CH:5]=[C:6]([CH:21]=1)[C:7]([NH:9][C:10]1[CH:15]=[CH:14][C:13]([O:16][C:17]([F:20])([F:19])[F:18])=[CH:12][CH:11]=1)=[O:8].[N:30]1[CH:35]=[CH:34][CH:33]=[C:32](B(O)O)[CH:31]=1, predict the reaction product. The product is: [OH:29][C:26]([CH:24]1[CH2:25][N:22]([C:3]2[C:2]([C:32]3[CH:31]=[N:30][CH:35]=[CH:34][CH:33]=3)=[CH:21][C:6]([C:7]([NH:9][C:10]3[CH:15]=[CH:14][C:13]([O:16][C:17]([F:20])([F:19])[F:18])=[CH:12][CH:11]=3)=[O:8])=[CH:5][N:4]=2)[CH2:23]1)([CH3:28])[CH3:27]. (5) Given the reactants [NH2:1][C:2]1[N:7]=[C:6]([NH:8][CH2:9][C:10]([NH:12][C:13]2[CH:18]=[CH:17][CH:16]=[C:15]([C:19]([F:22])([F:21])[F:20])[CH:14]=2)=[O:11])[C:5]([CH:23]=O)=[C:4]([S:25][CH3:26])[N:3]=1.C(=O)(O)[O-].[K+].Cl.[OH:33][NH2:34], predict the reaction product. The product is: [NH2:1][C:2]1[N:7]=[C:6]([NH:8][CH2:9][C:10]([NH:12][C:13]2[CH:18]=[CH:17][CH:16]=[C:15]([C:19]([F:22])([F:21])[F:20])[CH:14]=2)=[O:11])[C:5]([CH:23]=[N:34][OH:33])=[C:4]([S:25][CH3:26])[N:3]=1. (6) Given the reactants [C:1]([O:5][C:6]([N:8]([CH2:22][C:23]1[CH:28]=[CH:27][C:26]([O:29][CH3:30])=[CH:25][CH:24]=1)[C:9]1[S:10][CH:11]=[C:12](OS(C(F)(F)F)(=O)=O)[N:13]=1)=[O:7])([CH3:4])([CH3:3])[CH3:2].CC1(C)C(C)(C)OB([C:39]2[CH:44]=[CH:43][C:42]([F:45])=[C:41]([F:46])[C:40]=2[F:47])O1.C(=O)([O-])[O-].[Cs+].[Cs+], predict the reaction product. The product is: [C:1]([O:5][C:6](=[O:7])[N:8]([CH2:22][C:23]1[CH:28]=[CH:27][C:26]([O:29][CH3:30])=[CH:25][CH:24]=1)[C:9]1[S:10][CH:11]=[C:12]([C:39]2[CH:44]=[CH:43][C:42]([F:45])=[C:41]([F:46])[C:40]=2[F:47])[N:13]=1)([CH3:4])([CH3:3])[CH3:2]. (7) Given the reactants [O:1]=[C:2]1[CH:11]([NH:12]C(=O)OC(C)(C)C)[CH2:10][C:9]2[C:4](=[C:5]([N:20]3[CH2:24][CH2:23][CH2:22][C:21]3=[O:25])[CH:6]=[CH:7][CH:8]=2)[N:3]1[CH2:26][C:27]1[CH:31]=[CH:30][S:29][CH:28]=1.Cl.[OH-].[Na+], predict the reaction product. The product is: [NH2:12][CH:11]1[CH2:10][C:9]2[C:4](=[C:5]([N:20]3[CH2:24][CH2:23][CH2:22][C:21]3=[O:25])[CH:6]=[CH:7][CH:8]=2)[N:3]([CH2:26][C:27]2[CH:31]=[CH:30][S:29][CH:28]=2)[C:2]1=[O:1]. (8) Given the reactants C(OC([N:8]1[CH2:13][CH2:12][CH:11]([O:14][C:15]2[CH:20]=[C:19]([CH3:21])[C:18]([C:22]3[CH:27]=[CH:26][CH:25]=[C:24]([CH2:28][O:29][C:30]4[CH:43]=[CH:42][C:33]5[C@H:34]([CH2:37][C:38]([O:40][CH3:41])=[O:39])[CH2:35][O:36][C:32]=5[CH:31]=4)[CH:23]=3)=[C:17]([CH3:44])[CH:16]=2)[CH2:10][CH2:9]1)=O)(C)(C)C, predict the reaction product. The product is: [CH3:21][C:19]1[CH:20]=[C:15]([O:14][CH:11]2[CH2:10][CH2:9][NH:8][CH2:13][CH2:12]2)[CH:16]=[C:17]([CH3:44])[C:18]=1[C:22]1[CH:27]=[CH:26][CH:25]=[C:24]([CH2:28][O:29][C:30]2[CH:43]=[CH:42][C:33]3[C@H:34]([CH2:37][C:38]([O:40][CH3:41])=[O:39])[CH2:35][O:36][C:32]=3[CH:31]=2)[CH:23]=1. (9) Given the reactants C(O[C:6](=O)[N:7]([CH2:9][CH2:10][CH:11]([C:18]1[CH:19]=[C:20]2[C:24](=[CH:25][CH:26]=1)[N:23]([S:27]([CH3:30])(=[O:29])=[O:28])[CH:22]=[CH:21]2)[C:12]1[CH:17]=[CH:16][CH:15]=[CH:14][CH:13]=1)C)(C)(C)C.C([SiH](CC)CC)C.C(O)(C(F)(F)F)=O, predict the reaction product. The product is: [CH3:30][S:27]([N:23]1[C:24]2[C:20](=[CH:19][C:18]([CH:11]([C:12]3[CH:13]=[CH:14][CH:15]=[CH:16][CH:17]=3)[CH2:10][CH2:9][NH:7][CH3:6])=[CH:26][CH:25]=2)[CH:21]=[CH:22]1)(=[O:29])=[O:28].